This data is from Forward reaction prediction with 1.9M reactions from USPTO patents (1976-2016). The task is: Predict the product of the given reaction. Given the reactants [C:1]([O:4][CH2:5][C@H:6]1[O:11][C@H:10]([CH2:12][P:13]([O:18][CH2:19][CH3:20])(=[O:17])[O:14][CH2:15][CH3:16])[C@@H:9]([N:21]=[N+]=[N-])[C@@H:8]([O:24][CH2:25][C:26]2[CH:31]=[CH:30][CH:29]=[CH:28][CH:27]=2)[C@@H:7]1[O:32][CH2:33][C:34]1[CH:39]=[CH:38][CH:37]=[CH:36][CH:35]=1)(=[O:3])[CH3:2].[BH4-].[Na+].[CH3:42][C:43](OC(C)=O)=[O:44], predict the reaction product. The product is: [C:1]([O:4][CH2:5][C@H:6]1[O:11][C@H:10]([CH2:12][P:13]([O:18][CH2:19][CH3:20])(=[O:17])[O:14][CH2:15][CH3:16])[C@@H:9]([NH:21][C:43](=[O:44])[CH3:42])[C@@H:8]([O:24][CH2:25][C:26]2[CH:31]=[CH:30][CH:29]=[CH:28][CH:27]=2)[C@@H:7]1[O:32][CH2:33][C:34]1[CH:39]=[CH:38][CH:37]=[CH:36][CH:35]=1)(=[O:3])[CH3:2].